This data is from Catalyst prediction with 721,799 reactions and 888 catalyst types from USPTO. The task is: Predict which catalyst facilitates the given reaction. (1) Reactant: S(=O)(=O)(O)N.[CH:6]([C:8]1[CH:37]=[CH:36][CH:35]=[CH:34][C:9]=1[O:10][CH:11]1[CH2:16][CH2:15][N:14]([C:17](=[O:33])[CH2:18][NH:19][C:20]([C:22]2[CH:26]=[C:25]([C:27]3[CH:32]=[CH:31][CH:30]=[CH:29][CH:28]=3)[NH:24][N:23]=2)=[O:21])[CH2:13][CH2:12]1)=[O:7].Cl([O-])=[O:39].[Na+].O. Product: [C:27]1([C:25]2[NH:24][N:23]=[C:22]([C:20]([NH:19][CH2:18][C:17]([N:14]3[CH2:15][CH2:16][CH:11]([O:10][C:9]4[CH:34]=[CH:35][CH:36]=[CH:37][C:8]=4[C:6]([OH:39])=[O:7])[CH2:12][CH2:13]3)=[O:33])=[O:21])[CH:26]=2)[CH:28]=[CH:29][CH:30]=[CH:31][CH:32]=1. The catalyst class is: 21. (2) Reactant: [OH:1][C@H:2]([CH2:6][C:7]([OH:9])=[O:8])[C:3]([OH:5])=O.[C:10](O[C:10]([C:12]([F:15])([F:14])[F:13])=[O:11])([C:12]([F:15])([F:14])[F:13])=[O:11]. Product: [F:13][C:12]([F:15])([F:14])[C:10]([O:1][C@@H:2]1[CH2:6][C:7](=[O:8])[O:9][C:3]1=[O:5])=[O:11]. The catalyst class is: 11. (3) Reactant: [F:1][C:2]1[CH:3]=[CH:4][C:5]([N+:15]([O-])=O)=[C:6]([CH:14]=1)[CH2:7][N:8]1[CH2:13][CH2:12][O:11][CH2:10][CH2:9]1.C(O)C.O.NN. Product: [F:1][C:2]1[CH:3]=[CH:4][C:5]([NH2:15])=[C:6]([CH2:7][N:8]2[CH2:13][CH2:12][O:11][CH2:10][CH2:9]2)[CH:14]=1. The catalyst class is: 446. (4) Reactant: [O:1]=[C:2]([C:25]1[O:26][C:27]([C:30]2[CH:35]=[CH:34][CH:33]=[CH:32][N:31]=2)=[CH:28][N:29]=1)[CH2:3][CH2:4][C:5]1[CH:10]=[CH:9][C:8]([N:11]([C:19]2[CH:24]=[CH:23][CH:22]=[CH:21][CH:20]=2)C(=O)OC(C)(C)C)=[CH:7][CH:6]=1.C(O)(C(F)(F)F)=O. Product: [O:1]=[C:2]([C:25]1[O:26][C:27]([C:30]2[CH:35]=[CH:34][CH:33]=[CH:32][N:31]=2)=[CH:28][N:29]=1)[CH2:3][CH2:4][C:5]1[CH:10]=[CH:9][C:8]([NH:11][C:19]2[CH:24]=[CH:23][CH:22]=[CH:21][CH:20]=2)=[CH:7][CH:6]=1. The catalyst class is: 2. (5) Reactant: C1(P(C2C=CC=CC=2)C2C=CC=CC=2)C=CC=CC=1.N(C(OC(C)C)=O)=NC([O:24][CH:25]([CH3:27])C)=O.O[CH:35]1[CH2:40][CH2:39][CH2:38][N:37]([C:41]([O:43][CH2:44][C:45]2[CH:50]=[CH:49][CH:48]=[CH:47][CH:46]=2)=[O:42])[CH2:36]1.[S:51]1C=CC=C1CC(O)=O. Product: [C:25]([S:51][CH:35]1[CH2:40][CH2:39][CH2:38][N:37]([C:41]([O:43][CH2:44][C:45]2[CH:50]=[CH:49][CH:48]=[CH:47][CH:46]=2)=[O:42])[CH2:36]1)(=[O:24])[CH3:27]. The catalyst class is: 1. (6) Reactant: [Cl:1][C:2]1[CH:7]=[CH:6][C:5]([C:8]2[S:12][C:11]([C:13]([O:15][CH3:16])=[O:14])=[C:10]([NH:17][C:18]([NH:20]C(=O)C(Cl)(Cl)Cl)=[O:19])[CH:9]=2)=[CH:4][CH:3]=1.N. Product: [NH2:20][C:18]([NH:17][C:10]1[CH:9]=[C:8]([C:5]2[CH:4]=[CH:3][C:2]([Cl:1])=[CH:7][CH:6]=2)[S:12][C:11]=1[C:13]([O:15][CH3:16])=[O:14])=[O:19]. The catalyst class is: 5. (7) Reactant: O[C:2]([CH2:4][CH2:5][CH2:6][CH2:7][C@H:8]1[C@@H:16]2[C@@H:11]([NH:12][C:13]([NH:15]2)=[O:14])[CH2:10][S:9]1)=[O:3].C(Cl)CCl.CN(C=O)C.[CH:26]1([NH:31][C:32]2[C:37]([CH:38]=[CH:39][C:40]#[N:41])=[CH:36][N:35]=[C:34]([NH:42][C:43]3[CH:48]=[CH:47][C:46]([N:49]4[CH2:54][CH2:53][N:52]([CH3:55])[CH2:51][CH2:50]4)=[CH:45][CH:44]=3)[N:33]=2)[CH2:30][CH2:29][CH2:28][CH2:27]1. Product: [C:40]([CH:39]=[CH:38][C:37]1[C:32]([NH:31][CH:26]2[CH2:27][CH2:28][CH2:29][CH2:30]2)=[N:33][C:34]([N:42]([C:43]2[CH:44]=[CH:45][C:46]([N:49]3[CH2:50][CH2:51][N:52]([CH3:55])[CH2:53][CH2:54]3)=[CH:47][CH:48]=2)[C:2](=[O:3])[CH2:4][CH2:5][CH2:6][CH2:7][C@H:8]2[C@@H:16]3[C@@H:11]([NH:12][C:13](=[O:14])[NH:15]3)[CH2:10][S:9]2)=[N:35][CH:36]=1)#[N:41]. The catalyst class is: 850.